Predict the reaction yield, written as a fraction of the theoretical maximum amount of product (1.0 means a 100% yield; for example, 0.34 means a 34% yield). From a dataset of Reaction yield outcomes from USPTO patents with 853,638 reactions. (1) The reactants are [F:1][C:2]1[CH:7]=[CH:6][CH:5]=[C:4]([F:8])[C:3]=1[N:9]1[C:14]2[N:15]=[C:16](S(C)(=O)=O)[N:17]=[C:18]([C:19]3[CH:24]=[CH:23][CH:22]=[CH:21][C:20]=3[F:25])[C:13]=2[CH:12]=[CH:11][C:10]1=[O:30].O.CCOCC.C[N:38]1CCCC1=O. No catalyst specified. The product is [NH2:38][C:16]1[N:17]=[C:18]([C:19]2[CH:24]=[CH:23][CH:22]=[CH:21][C:20]=2[F:25])[C:13]2[CH:12]=[CH:11][C:10](=[O:30])[N:9]([C:3]3[C:2]([F:1])=[CH:7][CH:6]=[CH:5][C:4]=3[F:8])[C:14]=2[N:15]=1. The yield is 0.530. (2) The reactants are Cl[C:2]1[N:7]=[C:6]([CH2:8][CH2:9][O:10][C:11]2[CH:12]=[C:13]3[C:17](=[CH:18][CH:19]=2)[C@H:16]([CH2:20][C:21]([O:23]CC)=[O:22])[CH2:15][CH2:14]3)[CH:5]=[CH:4][CH:3]=1.C(P(C(C)(C)C)C1C=CC=CC=1C1C=CC=CC=1)(C)(C)C.CC(C)([O-])C.[Na+].[CH3:53][NH:54][C:55]1[CH:60]=[CH:59][CH:58]=[CH:57][CH:56]=1.[Li+].[OH-]. The catalyst is C1COCC1.O.CCO.CC([O-])=O.CC([O-])=O.[Pd+2].C1(C)C=CC=CC=1. The product is [CH3:53][N:54]([C:55]1[CH:60]=[CH:59][CH:58]=[CH:57][CH:56]=1)[C:2]1[N:7]=[C:6]([CH2:8][CH2:9][O:10][C:11]2[CH:12]=[C:13]3[C:17](=[CH:18][CH:19]=2)[C@H:16]([CH2:20][C:21]([OH:23])=[O:22])[CH2:15][CH2:14]3)[CH:5]=[CH:4][CH:3]=1. The yield is 0.460. (3) The yield is 0.300. The reactants are [C:1](Cl)(=[O:3])[CH3:2].[CH3:5][O:6][C:7]1[CH:8]=[CH:9][C:10]([CH3:14])=[C:11]([OH:13])[CH:12]=1. The product is [OH:13][C:11]1[C:10]([CH3:14])=[CH:9][C:8]([C:1](=[O:3])[CH3:2])=[C:7]([O:6][CH3:5])[CH:12]=1. The catalyst is ClCCCl.CO.C1COCC1.[Li+].[OH-]. (4) The reactants are [CH2:1]([NH:8][C:9]1[N:10]=[CH:11][N:12](C(C2C=CC=CC=2)(C2C=CC=CC=2)C2C=CC=CC=2)[CH:13]=1)[C:2]1[CH:7]=[CH:6][CH:5]=[CH:4][CH:3]=1.[ClH:33]. The catalyst is O1CCOCC1. The product is [ClH:33].[CH2:1]([NH:8][C:9]1[N:10]=[CH:11][NH:12][CH:13]=1)[C:2]1[CH:3]=[CH:4][CH:5]=[CH:6][CH:7]=1. The yield is 1.00. (5) The reactants are [CH2:1]([N:7]([CH2:21][CH2:22][CH2:23][CH2:24][CH2:25][CH3:26])[S:8]([C:11]1[CH:20]=[CH:19][C:14]2[N:15]=[C:16]([CH3:18])[S:17][C:13]=2[CH:12]=1)(=[O:10])=[O:9])[CH2:2][CH2:3][CH2:4][CH2:5][CH3:6].[CH3:27][O:28][S:29]([C:32]1[CH:37]=[CH:36][C:35]([CH3:38])=[CH:34][CH:33]=1)(=[O:31])=[O:30].CCCCCC. The catalyst is C(OCC)(=O)C. The yield is 0.780. The product is [S:29]([C:32]1[CH:37]=[CH:36][C:35]([CH3:38])=[CH:34][CH:33]=1)([O-:31])(=[O:30])=[O:28].[CH2:21]([N:7]([CH2:1][CH2:2][CH2:3][CH2:4][CH2:5][CH3:6])[S:8]([C:11]1[CH:20]=[CH:19][C:14]2[N+:15]([CH3:27])=[C:16]([CH3:18])[S:17][C:13]=2[CH:12]=1)(=[O:10])=[O:9])[CH2:22][CH2:23][CH2:24][CH2:25][CH3:26]. (6) The reactants are [C:1]1([CH3:7])[CH:6]=[CH:5][CH:4]=[CH:3][CH:2]=1.C[Zn]C.[C:11](O[C:11](=[O:14])[CH2:12][CH3:13])(=[O:14])[CH2:12][CH3:13].[C:20]1(=[O:35])[CH2:34]CCCCCC[CH2:27][CH2:26][CH2:25][CH2:24][CH2:23][CH:22]=[CH:21]1. The catalyst is C(S([O-])(=O)=O)(F)(F)F.C(S([O-])(=O)=O)(F)(F)F.[Cu+2].P(OC1C=CC=CC=1)(OC1C=CC=CC=1)OC1C=CC=CC=1.C1(C)C(C)=CC=CC=1. The product is [C:11]([O:34][C:20]1[CH2:21][CH2:22][CH2:23][CH2:24][CH2:25][CH2:26][CH2:27][CH2:2][CH2:3][CH2:4][CH2:5][CH2:6][CH:1]([CH3:7])[CH:35]=1)(=[O:14])[CH2:12][CH3:13]. The yield is 0.900.